From a dataset of Reaction yield outcomes from USPTO patents with 853,638 reactions. Predict the reaction yield, written as a fraction of the theoretical maximum amount of product (1.0 means a 100% yield; for example, 0.34 means a 34% yield). The reactants are [Cl:1][C:2]1[N:7]=[CH:6][C:5]2[C:8]([CH3:21])([CH3:20])[C:9](=[O:19])[N:10](COCC[Si](C)(C)C)[C:4]=2[CH:3]=1.C(O)(C(F)(F)F)=O.N1CCNCC1.O. The catalyst is C(Cl)Cl.C1COCC1.CCOC(C)=O. The product is [Cl:1][C:2]1[N:7]=[CH:6][C:5]2[C:8]([CH3:21])([CH3:20])[C:9](=[O:19])[NH:10][C:4]=2[CH:3]=1. The yield is 0.670.